Dataset: Full USPTO retrosynthesis dataset with 1.9M reactions from patents (1976-2016). Task: Predict the reactants needed to synthesize the given product. Given the product [C:29]([N:1]1[CH2:6][CH2:5][CH:4]([C:7]([NH:9][C:10]2[C:14]3[CH:15]=[CH:16][CH:17]=[CH:18][C:13]=3[O:12][C:11]=2[C:19]([NH:21][C:22]2[CH:27]=[CH:26][C:25]([Cl:28])=[CH:24][N:23]=2)=[O:20])=[O:8])[CH2:3][CH2:2]1)(=[O:31])[CH3:30], predict the reactants needed to synthesize it. The reactants are: [NH:1]1[CH2:6][CH2:5][CH:4]([C:7]([NH:9][C:10]2[C:14]3[CH:15]=[CH:16][CH:17]=[CH:18][C:13]=3[O:12][C:11]=2[C:19]([NH:21][C:22]2[CH:27]=[CH:26][C:25]([Cl:28])=[CH:24][N:23]=2)=[O:20])=[O:8])[CH2:3][CH2:2]1.[C:29](Cl)(=[O:31])[CH3:30].C(N(CC)CC)C.